Dataset: Full USPTO retrosynthesis dataset with 1.9M reactions from patents (1976-2016). Task: Predict the reactants needed to synthesize the given product. (1) Given the product [CH2:32]([O:31][P:30]1(=[O:34])[CH:29]=[C:28]([C:22]2[CH:23]=[CH:24][CH:25]=[CH:26][CH:27]=2)[CH:11]=[C:6]([CH2:7][CH2:8][CH2:9][CH3:10])[O:35]1)[CH3:33], predict the reactants needed to synthesize it. The reactants are: CC(P(C(C)(C)C)[C:6]1[C:11]([C:6]2[CH:11]=[CH:10][CH:9]=[CH:8][CH:7]=2)=[CH:10][CH:9]=[CH:8][CH:7]=1)(C)C.[C:22]1([C:28]#[C:29][P:30](=[O:35])([OH:34])[O:31][CH2:32][CH3:33])[CH:27]=[CH:26][CH:25]=[CH:24][CH:23]=1.C#CCCCC. (2) Given the product [F:16][C:17]1[CH:22]=[CH:21][C:20]([C:23]2[N:24]=[N:25][N:26]([C@H:2]3[CH2:7][CH2:6][CH2:5][N:4]([C:8]([C:10]4[CH:11]=[N:12][O:13][C:14]=4[CH3:15])=[O:9])[CH2:3]3)[N:27]=2)=[CH:19][CH:18]=1, predict the reactants needed to synthesize it. The reactants are: O[C@@H:2]1[CH2:7][CH2:6][CH2:5][N:4]([C:8]([C:10]2[CH:11]=[N:12][O:13][C:14]=2[CH3:15])=[O:9])[CH2:3]1.[F:16][C:17]1[CH:22]=[CH:21][C:20]([C:23]2[NH:27][N:26]=[N:25][N:24]=2)=[CH:19][CH:18]=1. (3) Given the product [C:54]([C:9]1[CH:51]=[CH:46][C:12]([NH:8][C:6](=[O:7])[N:3]([CH3:4])[CH2:2][CH2:1][CH2:30][O:29][C:17]2[CH:18]=[CH:19][C:20]3[C:21]([C:25]([F:26])([F:27])[F:28])=[N:22][O:23][C:24]=3[C:16]=2[CH2:13][CH2:14][CH3:15])=[N:11][CH:10]=1)([O:57][CH3:58])=[O:56], predict the reactants needed to synthesize it. The reactants are: [CH:1]1N=[CH:4][N:3]([C:6]([N:8]2[CH:12]=[N:11][CH:10]=[CH:9]2)=[O:7])[CH:2]=1.[CH2:13]([C:16]1[C:24]2[O:23][N:22]=[C:21]([C:25]([F:28])([F:27])[F:26])[C:20]=2[CH:19]=[CH:18][C:17]=1[O:29][CH2:30]CCNC)[CH2:14][CH3:15].[Li+].C[Si]([N-][Si](C)(C)C)(C)C.N[C:46]1[CH:51]=CC=CN=1.[NH4+].[Cl-].[C:54]([O:57][CH2:58]C)(=[O:56])C. (4) The reactants are: [CH2:1]([O:3][C:4]([C:6]1[NH:7][N:8]=[C:9]2[C:18]3[C:13](=[CH:14][N:15]=[C:16]([Cl:19])[CH:17]=3)[CH2:12][CH2:11][C:10]=12)=[O:5])[CH3:2].[O:20]([C:22]([CH3:25])([CH3:24])[CH3:23])[Li].C(OC(N[CH:34]([CH:40]1[CH2:42][CH2:41]1)OS(C)(=O)=O)=O)(C)(C)C.C[N:44]([CH:46]=[O:47])C. Given the product [CH2:1]([O:3][C:4]([C:6]1[N:7]([CH2:41][C:42]2([NH:44][C:46]([O:20][C:22]([CH3:25])([CH3:24])[CH3:23])=[O:47])[CH2:34][CH2:40]2)[N:8]=[C:9]2[C:18]3[C:13](=[CH:14][N:15]=[C:16]([Cl:19])[CH:17]=3)[CH2:12][CH2:11][C:10]=12)=[O:5])[CH3:2], predict the reactants needed to synthesize it.